Dataset: HIV replication inhibition screening data with 41,000+ compounds from the AIDS Antiviral Screen. Task: Binary Classification. Given a drug SMILES string, predict its activity (active/inactive) in a high-throughput screening assay against a specified biological target. The compound is COC1=CC(=O)C2C(C)C(c3ccccc3)C2C1=O. The result is 0 (inactive).